The task is: Predict which catalyst facilitates the given reaction.. This data is from Catalyst prediction with 721,799 reactions and 888 catalyst types from USPTO. (1) Reactant: C(N(CC)CC)C.Cl.[CH3:9][C@@H:10]1[CH2:15][NH:14][CH2:13][CH2:12][N:11]1[C:16]1[N:21]=[CH:20][C:19]([O:22][CH2:23][C:24]2[C:29]([C:30]#[N:31])=[CH:28][N:27]=[CH:26][CH:25]=2)=[CH:18][N:17]=1.[C:32](=O)([O:40][CH2:41][C:42]([F:45])([F:44])[F:43])[O:33]C1C=CC=CC=1.FC(F)(F)CO. Product: [C:30]([C:29]1[CH:28]=[N:27][CH:26]=[CH:25][C:24]=1[CH2:23][O:22][C:19]1[CH:18]=[N:17][C:16]([N:11]2[CH2:12][CH2:13][N:14]([C:32]([O:40][CH2:41][C:42]([F:45])([F:44])[F:43])=[O:33])[CH2:15][C@H:10]2[CH3:9])=[N:21][CH:20]=1)#[N:31]. The catalyst class is: 373. (2) Reactant: [NH2:1][C:2]1[CH:7]=[C:6]([F:8])[C:5]([CH:9]2[O:13][N:12]=[C:11]([C:14]3[N:15]=[C:16]([CH:19]4[CH2:24][CH2:23][N:22]([C:25]([O:27][C:28]([CH3:31])([CH3:30])[CH3:29])=[O:26])[CH2:21][CH2:20]4)[S:17][CH:18]=3)[CH2:10]2)=[C:4]([F:32])[CH:3]=1.[CH3:33][S:34](Cl)(=[O:36])=[O:35].N1C=CC=CC=1.Cl. Product: [F:8][C:6]1[CH:7]=[C:2]([NH:1][S:34]([CH3:33])(=[O:36])=[O:35])[CH:3]=[C:4]([F:32])[C:5]=1[CH:9]1[O:13][N:12]=[C:11]([C:14]2[N:15]=[C:16]([CH:19]3[CH2:24][CH2:23][N:22]([C:25]([O:27][C:28]([CH3:29])([CH3:31])[CH3:30])=[O:26])[CH2:21][CH2:20]3)[S:17][CH:18]=2)[CH2:10]1. The catalyst class is: 4. (3) Reactant: [Cl:1][C:2]1[CH:7]=[CH:6][C:5]([C:8]2[C:14]3[CH:15]=[C:16]([O:19][CH2:20][C:21]([O:23]CC)=[O:22])[CH:17]=[CH:18][C:13]=3[N:12]3[C:26]([CH3:29])=[N:27][N:28]=[C:11]3[C@H:10]([CH2:30][C:31]([NH:33][CH2:34][CH3:35])=[O:32])[N:9]=2)=[CH:4][CH:3]=1.[Li+].[OH-].C(O)(=O)CC(CC(O)=O)(C(O)=O)O. Product: [Cl:1][C:2]1[CH:3]=[CH:4][C:5]([C:8]2[C:14]3[CH:15]=[C:16]([O:19][CH2:20][C:21]([OH:23])=[O:22])[CH:17]=[CH:18][C:13]=3[N:12]3[C:26]([CH3:29])=[N:27][N:28]=[C:11]3[C@H:10]([CH2:30][C:31]([NH:33][CH2:34][CH3:35])=[O:32])[N:9]=2)=[CH:6][CH:7]=1. The catalyst class is: 20.